Dataset: Catalyst prediction with 721,799 reactions and 888 catalyst types from USPTO. Task: Predict which catalyst facilitates the given reaction. Reactant: [F:1][C:2]([F:48])([F:47])[C:3]1[CH:4]=[C:5]([CH:44]=[CH:45][CH:46]=1)[CH2:6][NH:7][C:8]([C:10]1[CH:15]=[CH:14][N:13]=[C:12]([C:16]2[CH:21]=[C:20]([N:22]3[CH2:27][CH2:26][CH2:25][CH2:24][CH2:23]3)[CH:19]=[CH:18][C:17]=2[NH:28][C:29]([C:31]2[CH:32]=[C:33]([CH:41]=[CH:42][CH:43]=2)[CH2:34][S:35][CH2:36][CH2:37][C:38]([OH:40])=O)=[O:30])[CH:11]=1)=[O:9].C(N(C(C)C)CC)(C)C.[NH2:58][CH2:59][CH2:60][O:61][CH2:62][CH2:63][O:64][CH2:65][CH2:66][O:67][CH2:68][CH2:69][O:70][CH2:71][CH2:72][O:73][CH2:74][CH2:75][O:76][CH2:77][CH2:78][O:79][CH2:80][CH2:81][OH:82].CCN=C=NCCCN(C)C.C1C=CC2N(O)N=NC=2C=1. Product: [OH:82][CH2:81][CH2:80][O:79][CH2:78][CH2:77][O:76][CH2:75][CH2:74][O:73][CH2:72][CH2:71][O:70][CH2:69][CH2:68][O:67][CH2:66][CH2:65][O:64][CH2:63][CH2:62][O:61][CH2:60][CH2:59][NH:58][C:38](=[O:40])[CH2:37][CH2:36][S:35][CH2:34][C:33]1[CH:32]=[C:31]([CH:43]=[CH:42][CH:41]=1)[C:29]([NH:28][C:17]1[CH:18]=[CH:19][C:20]([N:22]2[CH2:27][CH2:26][CH2:25][CH2:24][CH2:23]2)=[CH:21][C:16]=1[C:12]1[CH:11]=[C:10]([CH:15]=[CH:14][N:13]=1)[C:8]([NH:7][CH2:6][C:5]1[CH:44]=[CH:45][CH:46]=[C:3]([C:2]([F:1])([F:48])[F:47])[CH:4]=1)=[O:9])=[O:30]. The catalyst class is: 3.